Dataset: Forward reaction prediction with 1.9M reactions from USPTO patents (1976-2016). Task: Predict the product of the given reaction. (1) Given the reactants [F:1][C:2]1[CH:7]=[CH:6][CH:5]=[C:4](F)[N:3]=1.[CH3:9][NH:10][CH3:11].O, predict the reaction product. The product is: [F:1][C:2]1[N:3]=[C:4]([N:10]([CH3:11])[CH3:9])[CH:5]=[CH:6][CH:7]=1. (2) The product is: [F:22][C:23]1[CH:28]=[C:27]([S:29][CH3:30])[CH:26]=[CH:25][C:24]=1[C:31]1[CH:32]=[CH:33][C:34]([O:5][CH2:6][CH:7]2[CH2:8][CH2:9][N:10]([C:13]3[O:17][N:16]=[C:15]([CH:18]([CH3:19])[CH3:20])[N:14]=3)[CH2:11][CH2:12]2)=[CH:35][N:36]=1. Given the reactants CS([O:5][CH2:6][CH:7]1[CH2:12][CH2:11][N:10]([C:13]2[O:17][N:16]=[C:15]([CH:18]([CH3:20])[CH3:19])[N:14]=2)[CH2:9][CH2:8]1)(=O)=O.Cl.[F:22][C:23]1[CH:28]=[C:27]([S:29][CH3:30])[CH:26]=[CH:25][C:24]=1[C:31]1[N:36]=[CH:35][C:34](O)=[CH:33][CH:32]=1.C(=O)([O-])[O-].[K+].[K+], predict the reaction product. (3) Given the reactants [O:1]=[C:2]1[NH:6][CH2:5][CH:4]([C:7]([O:9][CH3:10])=[O:8])[CH2:3]1.C(=O)([O-])[O-].[Cs+].[Cs+].Cl[CH2:18][C:19]1[CH:24]=[CH:23][C:22]([O:25][CH3:26])=[CH:21][CH:20]=1, predict the reaction product. The product is: [CH3:26][O:25][C:22]1[CH:23]=[CH:24][C:19]([CH2:18][N:6]2[C:2](=[O:1])[CH2:3][CH:4]([C:7]([O:9][CH3:10])=[O:8])[CH2:5]2)=[CH:20][CH:21]=1. (4) The product is: [F:26][CH:25]([F:27])[C:15]1[N:14]([C:4]2[N:5]=[C:6]([N:8]3[CH2:13][CH2:12][O:11][CH2:10][CH2:9]3)[N:7]=[C:2]([N:28]3[CH2:29][CH2:30][CH:31]([NH:34][C:35](=[O:41])[O:36][C:37]([CH3:39])([CH3:38])[CH3:40])[CH2:32][CH2:33]3)[N:3]=2)[C:18]2[CH:19]=[CH:20][CH:21]=[C:22]([O:23][CH3:24])[C:17]=2[N:16]=1. Given the reactants Cl[C:2]1[N:7]=[C:6]([N:8]2[CH2:13][CH2:12][O:11][CH2:10][CH2:9]2)[N:5]=[C:4]([N:14]2[C:18]3[CH:19]=[CH:20][CH:21]=[C:22]([O:23][CH3:24])[C:17]=3[N:16]=[C:15]2[CH:25]([F:27])[F:26])[N:3]=1.[NH:28]1[CH2:33][CH2:32][CH:31]([NH:34][C:35](=[O:41])[O:36][C:37]([CH3:40])([CH3:39])[CH3:38])[CH2:30][CH2:29]1.CCN(C(C)C)C(C)C, predict the reaction product. (5) Given the reactants Cl[C:2]1[C:7]([C:8]#[N:9])=[CH:6][N:5]=[C:4]([CH3:10])[C:3]=1[I:11].[NH2:12][C:13]1[CH:14]=[C:15]2[C:19](=[CH:20][CH:21]=1)[NH:18][C:17]([CH3:22])=[CH:16]2, predict the reaction product. The product is: [I:11][C:3]1[C:4]([CH3:10])=[N:5][CH:6]=[C:7]([C:2]=1[NH:12][C:13]1[CH:14]=[C:15]2[C:19](=[CH:20][CH:21]=1)[NH:18][C:17]([CH3:22])=[CH:16]2)[C:8]#[N:9]. (6) Given the reactants [S:1]1[CH:5]=[CH:4][CH:3]=[C:2]1[C:6]1[CH:11]=[CH:10][C:9]([OH:12])=[CH:8][CH:7]=1.CCN(CC)CC.[CH3:20][Si:21](Cl)([CH3:23])[CH3:22], predict the reaction product. The product is: [CH3:20][Si:21]([CH3:23])([CH3:22])[O:12][C:9]1[CH:10]=[CH:11][C:6]([C:2]2[S:1][CH:5]=[CH:4][CH:3]=2)=[CH:7][CH:8]=1. (7) Given the reactants [N:1]1[CH:6]=[CH:5][CH:4]=[C:3](B(O)O)[CH:2]=1.O.O.P([O-])([O-])([O-])=O.[K+].[K+].[K+].Br[C:21]1[N:22]=[C:23]([C:30]([C:32]2[CH:33]=[C:34]3[C:39](=[CH:40][CH:41]=2)[N:38]([CH3:42])[C:37](=[O:43])[N:36]([CH2:44][C:45]2[CH:50]=[CH:49][C:48]([F:51])=[CH:47][CH:46]=2)[C:35]3=[O:52])=[O:31])[N:24]2[CH:29]=[CH:28][CH:27]=[CH:26][C:25]=12, predict the reaction product. The product is: [F:51][C:48]1[CH:49]=[CH:50][C:45]([CH2:44][N:36]2[C:35](=[O:52])[C:34]3[C:39](=[CH:40][CH:41]=[C:32]([C:30]([C:23]4[N:24]5[CH:29]=[CH:28][CH:27]=[CH:26][C:25]5=[C:21]([C:3]5[CH:2]=[N:1][CH:6]=[CH:5][CH:4]=5)[N:22]=4)=[O:31])[CH:33]=3)[N:38]([CH3:42])[C:37]2=[O:43])=[CH:46][CH:47]=1. (8) Given the reactants [C:1]1([C:14]2[CH:19]=[CH:18][CH:17]=[CH:16][CH:15]=2)[CH:6]=[CH:5][C:4]([NH:7][C:8](=[O:13])[CH2:9][C:10]([OH:12])=O)=[CH:3][CH:2]=1.C1C=CC2N(O)N=NC=2C=1.CCN(C(C)C)C(C)C.CCN=C=NCCCN(C)C.Cl.Cl.[Cl:52][C:53]1[CH:65]=[CH:64][C:63]([F:66])=[CH:62][C:54]=1[O:55][CH:56]1[CH2:61][CH2:60][NH:59][CH2:58][CH2:57]1, predict the reaction product. The product is: [C:1]1([C:14]2[CH:19]=[CH:18][CH:17]=[CH:16][CH:15]=2)[CH:2]=[CH:3][C:4]([NH:7][C:8](=[O:13])[CH2:9][C:10]([N:59]2[CH2:58][CH2:57][CH:56]([O:55][C:54]3[CH:62]=[C:63]([F:66])[CH:64]=[CH:65][C:53]=3[Cl:52])[CH2:61][CH2:60]2)=[O:12])=[CH:5][CH:6]=1. (9) Given the reactants Cl[C:2]1[CH:7]=[C:6]([O:8][C:9]2[CH:10]=[CH:11][C:12]([NH:15][C:16]([N:18]3[CH2:22][CH2:21][N:20]([CH:23]4[CH2:28][CH2:27][O:26][CH2:25][CH2:24]4)[C:19]3=[O:29])=[O:17])=[N:13][CH:14]=2)[CH:5]=[CH:4][N:3]=1.C([O-])([O-])=O.[K+].[K+].[CH3:36][C:37]1[CH:42]=[C:41](B2OC(C)(C)C(C)(C)O2)[CH:40]=[CH:39][N:38]=1, predict the reaction product. The product is: [CH3:36][C:37]1[CH:42]=[C:41]([C:2]2[CH:7]=[C:6]([O:8][C:9]3[CH:10]=[CH:11][C:12]([NH:15][C:16]([N:18]4[CH2:22][CH2:21][N:20]([CH:23]5[CH2:28][CH2:27][O:26][CH2:25][CH2:24]5)[C:19]4=[O:29])=[O:17])=[N:13][CH:14]=3)[CH:5]=[CH:4][N:3]=2)[CH:40]=[CH:39][N:38]=1.